The task is: Predict the reactants needed to synthesize the given product.. This data is from Full USPTO retrosynthesis dataset with 1.9M reactions from patents (1976-2016). (1) Given the product [F:33][C:34]([F:38])([F:37])[CH2:35][NH:36][CH2:14][CH:11]1[CH2:10][CH2:9][CH:8]([N:7]2[C:6]3[C:16]4[CH:22]=[CH:21][N:20]([CH2:23][O:24][CH2:25][CH2:26][Si:27]([CH3:30])([CH3:29])[CH3:28])[C:17]=4[N:18]=[CH:19][C:5]=3[C:4](=[O:31])[NH:3][C:2]2=[O:1])[CH2:13][CH2:12]1, predict the reactants needed to synthesize it. The reactants are: [O:1]=[C:2]1[N:7]([C@H:8]2[CH2:13][CH2:12][C@H:11]([CH:14]=O)[CH2:10][CH2:9]2)[C:6]2[C:16]3[CH:22]=[CH:21][N:20]([CH2:23][O:24][CH2:25][CH2:26][Si:27]([CH3:30])([CH3:29])[CH3:28])[C:17]=3[N:18]=[CH:19][C:5]=2[C:4](=[O:31])[NH:3]1.Cl.[F:33][C:34]([F:38])([F:37])[CH2:35][NH2:36].B.N1C=CC=CC=1C.[OH-].[Na+]. (2) Given the product [NH2:9][C:10]1[S:11][CH2:12][C@@H:13]2[CH2:18][O:17][CH2:16][C@:14]2([C:19]2[CH:20]=[C:21]([NH:26][C:27](=[O:35])[C:28]3[CH:33]=[CH:32][C:31]([F:34])=[CH:30][N:29]=3)[CH:22]=[CH:23][C:24]=2[F:25])[N:15]=1, predict the reactants needed to synthesize it. The reactants are: C([NH:9][C:10]1[S:11][CH2:12][C@@H:13]2[CH2:18][O:17][CH2:16][C@:14]2([C:19]2[CH:20]=[C:21]([NH:26][C:27](=[O:35])[C:28]3[CH:33]=[CH:32][C:31]([F:34])=[CH:30][N:29]=3)[CH:22]=[CH:23][C:24]=2[F:25])[N:15]=1)(=O)C1C=CC=CC=1.CO[NH3+].[Cl-].N1C=CC=CC=1. (3) Given the product [CH:1]1([N:6]([CH2:17][C:18]2[CH:19]=[N:20][C:21]([C:24]3[CH:25]=[CH:26][C:27]([C:30]([F:31])([F:33])[F:32])=[CH:28][CH:29]=3)=[N:22][CH:23]=2)[C:7]2[CH:16]=[CH:15][C:10]([C:11]([NH:62][CH2:63][CH2:64][C:65]([O:67][CH3:68])=[O:66])=[O:12])=[CH:9][N:8]=2)[CH2:5][CH2:4][CH2:3][CH2:2]1, predict the reactants needed to synthesize it. The reactants are: [CH:1]1([N:6]([CH2:17][C:18]2[CH:19]=[N:20][C:21]([C:24]3[CH:29]=[CH:28][C:27]([C:30]([F:33])([F:32])[F:31])=[CH:26][CH:25]=3)=[N:22][CH:23]=2)[C:7]2[CH:16]=[CH:15][C:10]([C:11](OC)=[O:12])=[CH:9][N:8]=2)[CH2:5][CH2:4][CH2:3][CH2:2]1.[Li+].[OH-].Cl.CN(C(ON1N=NC2C=CC=NC1=2)=[N+](C)C)C.F[P-](F)(F)(F)(F)F.Cl.[NH2:62][CH2:63][CH2:64][C:65]([O:67][CH3:68])=[O:66].C(N(CC)C(C)C)(C)C. (4) Given the product [F:20][C:21]1[CH:22]=[C:23]([CH:27]=[C:28]([N:30]2[CH2:31][CH2:32][CH2:33][CH2:34][CH2:35]2)[CH:29]=1)[C:6]([NH:7][C:8]1[C:17]2[C:12](=[CH:13][CH:14]=[CH:15][CH:16]=2)[C:11]([O:18][CH2:43][C:42]2[CH:37]=[CH:38][N:39]=[CH:40][CH:41]=2)=[CH:10][CH:9]=1)=[O:19], predict the reactants needed to synthesize it. The reactants are: C(O[C:6](=[O:19])[NH:7][C:8]1[C:17]2[C:12](=[CH:13][CH:14]=[CH:15][CH:16]=2)[C:11]([OH:18])=[CH:10][CH:9]=1)(C)(C)C.[F:20][C:21]1[CH:22]=[C:23]([CH:27]=[C:28]([N:30]2[CH2:35][CH2:34][CH2:33][CH2:32][CH2:31]2)[CH:29]=1)C(O)=O.O[CH2:37][CH2:38][N:39]1[CH2:43][CH2:42][CH2:41][C:40]1=O.